From a dataset of Full USPTO retrosynthesis dataset with 1.9M reactions from patents (1976-2016). Predict the reactants needed to synthesize the given product. (1) Given the product [C:1]([O:5][C:6]([N:8]1[CH2:13][CH2:12][N:11]([CH2:18][C:19]#[N:20])[C:10](=[O:14])[CH2:9]1)=[O:7])([CH3:4])([CH3:2])[CH3:3], predict the reactants needed to synthesize it. The reactants are: [C:1]([O:5][C:6]([N:8]1[CH2:13][CH2:12][NH:11][C:10](=[O:14])[CH2:9]1)=[O:7])([CH3:4])([CH3:3])[CH3:2].[H-].[Na+].Br[CH2:18][C:19]#[N:20]. (2) Given the product [C:28]([N:1]1[CH2:4][CH:3]([N:5]([CH3:18])[C:6]2[CH:14]=[CH:13][C:12]([C:15]([NH2:17])=[O:16])=[C:11]3[C:7]=2[CH:8]=[CH:9][NH:10]3)[CH2:2]1)(=[O:31])[CH:29]=[CH2:30], predict the reactants needed to synthesize it. The reactants are: [NH:1]1[CH2:4][CH:3]([N:5]([CH3:18])[C:6]2[CH:14]=[CH:13][C:12]([C:15]([NH2:17])=[O:16])=[C:11]3[C:7]=2[CH:8]=[CH:9][NH:10]3)[CH2:2]1.C(N(C(C)C)C(C)C)C.[C:28](Cl)(=[O:31])[CH:29]=[CH2:30]. (3) Given the product [F:1][C:2]1[CH:3]=[CH:4][C:5]([C:8]2[N:9]=[CH:10][C:11]([CH:14]=[CH:15][C:16]([NH:27][C:28]3[CH:29]=[CH:30][CH:31]=[CH:32][N:33]=3)=[O:18])=[CH:12][N:13]=2)=[CH:6][CH:7]=1, predict the reactants needed to synthesize it. The reactants are: [F:1][C:2]1[CH:7]=[CH:6][C:5]([C:8]2[N:13]=[CH:12][C:11]([CH:14]=[CH:15][C:16]([OH:18])=O)=[CH:10][N:9]=2)=[CH:4][CH:3]=1.CN(C(O[N:27]1N=N[C:29]2[CH:30]=[CH:31][CH:32]=[N:33][C:28]1=2)=[N+](C)C)C.F[P-](F)(F)(F)(F)F.C(N(CC)CC)C. (4) Given the product [CH2:1]([O:8][C:9]1[CH:18]=[C:17]2[C:12]([C:13]([CH3:22])([CH3:23])[CH2:14][NH:15][CH:16]2[CH3:19])=[CH:11][CH:10]=1)[C:2]1[CH:3]=[CH:4][CH:5]=[CH:6][CH:7]=1, predict the reactants needed to synthesize it. The reactants are: [CH2:1]([O:8][C:9]1[CH:18]=[C:17]2[C:12]([C:13]([CH3:23])([CH3:22])[CH2:14][N:15](C=O)[CH:16]2[CH3:19])=[CH:11][CH:10]=1)[C:2]1[CH:7]=[CH:6][CH:5]=[CH:4][CH:3]=1.[OH-].[Na+]. (5) Given the product [CH2:11]([O:18][C:19]1[CH:24]=[CH:23][C:22]([CH2:25][CH:26]([N:32]2[CH:5]=[CH:4][CH:3]=[CH:2]2)[C:27]([O:29][CH2:30][CH3:31])=[O:28])=[CH:21][CH:20]=1)[C:12]1[CH:17]=[CH:16][CH:15]=[CH:14][CH:13]=1, predict the reactants needed to synthesize it. The reactants are: Cl[CH:2](OC)[CH2:3][CH2:4][CH:5](Cl)OC.[CH2:11]([O:18][C:19]1[CH:24]=[CH:23][C:22]([CH2:25][CH:26]([NH2:32])[C:27]([O:29][CH2:30][CH3:31])=[O:28])=[CH:21][CH:20]=1)[C:12]1[CH:17]=[CH:16][CH:15]=[CH:14][CH:13]=1.